Dataset: Forward reaction prediction with 1.9M reactions from USPTO patents (1976-2016). Task: Predict the product of the given reaction. (1) Given the reactants Cl[CH2:2][C:3]1[N:8]=[C:7]([CH2:9][C:10]([CH3:13])([CH3:12])[CH3:11])[C:6]([C:14]2[CH:19]=[C:18]([O:20][CH3:21])[CH:17]=[CH:16][C:15]=2[F:22])=[CH:5][CH:4]=1.[F:23][C:24]1[CH:25]=[C:26]([CH2:31][CH2:32][C:33]([O:35][CH3:36])=[O:34])[CH:27]=[C:28]([OH:30])[CH:29]=1.C(=O)([O-])[O-].[Cs+].[Cs+].C(OCC)(=O)C, predict the reaction product. The product is: [CH3:11][C:10]([CH3:13])([CH3:12])[CH2:9][C:7]1[N:8]=[C:3]([CH2:2][O:30][C:28]2[CH:27]=[C:26]([CH2:31][CH2:32][C:33]([O:35][CH3:36])=[O:34])[CH:25]=[C:24]([F:23])[CH:29]=2)[CH:4]=[CH:5][C:6]=1[C:14]1[CH:19]=[C:18]([O:20][CH3:21])[CH:17]=[CH:16][C:15]=1[F:22]. (2) Given the reactants Br[CH2:2][CH:3]1[CH2:16][C:15]2[C:14]3[C:9](=[CH:10][CH:11]=[C:12]([O:17][CH3:18])[CH:13]=3)[N:8]=[CH:7][C:6]=2[S:5][CH2:4]1.C(OC([N:26]1[CH2:29][CH:28]([NH2:30])[CH2:27]1)=O)(C)(C)C.[O:31]=[C:32]1[NH:37][C:36]2[CH:38]=[C:39]([C:42](O)=[O:43])[CH:40]=[CH:41][C:35]=2[S:34][CH2:33]1, predict the reaction product. The product is: [CH3:18][O:17][C:12]1[CH:13]=[C:14]2[C:9](=[CH:10][CH:11]=1)[N:8]=[CH:7][C:6]1[S:5][CH2:4][CH:3]([CH2:2][N:26]3[CH2:27][CH:28]([NH:30][C:42]([C:39]4[CH:40]=[CH:41][C:35]5[S:34][CH2:33][C:32](=[O:31])[NH:37][C:36]=5[CH:38]=4)=[O:43])[CH2:29]3)[CH2:16][C:15]2=1. (3) Given the reactants [Cl:1][C:2]1[N:7]=[C:6]([N:8]([CH:15]2[CH2:24][CH2:23][C:18]3(OCC[O:19]3)[CH2:17][CH2:16]2)[C@@H:9]([C:11]([O:13][CH3:14])=[O:12])[CH3:10])[C:5]([N+:25]([O-:27])=[O:26])=[CH:4][N:3]=1, predict the reaction product. The product is: [Cl:1][C:2]1[N:7]=[C:6]([N:8]([CH:15]2[CH2:24][CH2:23][C:18](=[O:19])[CH2:17][CH2:16]2)[C@@H:9]([C:11]([O:13][CH3:14])=[O:12])[CH3:10])[C:5]([N+:25]([O-:27])=[O:26])=[CH:4][N:3]=1. (4) Given the reactants C(C1N=C(N2CCC(F)(F)C2)C2N=NN(CC)C=2N=1)(C)(C)C.[C:23]([C:27]1[N:28]=[C:29]([N:36]2[CH2:42][C:38]3([CH2:41][O:40][CH2:39]3)[CH2:37]2)[C:30]2[N:35]=[N:34][NH:33][C:31]=2[N:32]=1)([CH3:26])([CH3:25])[CH3:24].Cl.Cl[CH2:45][C:46]1[N:50]([CH3:51])[C:49]([CH3:52])=[N:48][N:47]=1, predict the reaction product. The product is: [C:23]([C:27]1[N:28]=[C:29]([N:36]2[CH2:37][C:38]3([CH2:39][O:40][CH2:41]3)[CH2:42]2)[C:30]2[N:35]=[N:34][N:33]([CH2:45][C:46]3[N:50]([CH3:51])[C:49]([CH3:52])=[N:48][N:47]=3)[C:31]=2[N:32]=1)([CH3:26])([CH3:24])[CH3:25]. (5) Given the reactants Br[C:2]1[N:30]=[CH:29][CH:28]=[CH:27][C:3]=1[C:4]([NH:6][C@H:7]([C:9]1[N:10]([C:21]2[CH:26]=[CH:25][CH:24]=[CH:23][CH:22]=2)[C:11](=[O:20])[C:12]2[C:17]([CH:18]=1)=[CH:16][CH:15]=[CH:14][C:13]=2[Cl:19])[CH3:8])=[O:5].CN(C=O)C.[NH:36]1[CH:40]=[C:39](B(O)O)[CH:38]=[N:37]1.C([O-])([O-])=O.[Na+].[Na+], predict the reaction product. The product is: [Cl:19][C:13]1[CH:14]=[CH:15][CH:16]=[C:17]2[C:12]=1[C:11](=[O:20])[N:10]([C:21]1[CH:26]=[CH:25][CH:24]=[CH:23][CH:22]=1)[C:9]([C@@H:7]([NH:6][C:4](=[O:5])[C:3]1[CH:27]=[CH:28][CH:29]=[N:30][C:2]=1[C:39]1[CH:40]=[N:36][NH:37][CH:38]=1)[CH3:8])=[CH:18]2. (6) Given the reactants Br[C:2]1[CH:3]=[CH:4][C:5]([S:8][CH3:9])=[N:6][CH:7]=1.[C:10]([N:17]1[CH2:22][CH2:21][NH:20][CH2:19][CH2:18]1)([O:12][C:13]([CH3:16])([CH3:15])[CH3:14])=[O:11].CC(C)([O-])C.[Na+], predict the reaction product. The product is: [C:13]([O:12][C:10]([N:17]1[CH2:22][CH2:21][N:20]([C:2]2[CH:7]=[N:6][C:5]([S:8][CH3:9])=[CH:4][CH:3]=2)[CH2:19][CH2:18]1)=[O:11])([CH3:16])([CH3:14])[CH3:15]. (7) Given the reactants [Cl:1][C:2]1[CH:9]=[C:8](F)[CH:7]=[CH:6][C:3]=1[C:4]#[N:5].O.[NH2:12][NH2:13], predict the reaction product. The product is: [Cl:1][C:2]1[CH:9]=[C:8]([NH:12][NH2:13])[CH:7]=[CH:6][C:3]=1[C:4]#[N:5].